From a dataset of Full USPTO retrosynthesis dataset with 1.9M reactions from patents (1976-2016). Predict the reactants needed to synthesize the given product. Given the product [CH:26]1([CH2:25][C@H:3]([NH:2][C:38](=[O:39])[C:37]2[CH:41]=[CH:42][CH:43]=[CH:44][C:36]=2[N:31]2[CH:35]=[CH:34][CH:33]=[N:32]2)[C:4](=[O:5])[NH:6][C@H:7]2[CH2:13][CH2:12][C@@H:11]([CH3:14])[N:10]([S:15]([C:18]3[CH:23]=[CH:22][CH:21]=[CH:20][N:19]=3)(=[O:16])=[O:17])[CH2:9][C:8]2=[O:24])[CH2:27][CH2:28][CH2:29][CH2:30]1, predict the reactants needed to synthesize it. The reactants are: Cl.[NH2:2][C@@H:3]([CH2:25][CH:26]1[CH2:30][CH2:29][CH2:28][CH2:27]1)[C:4]([NH:6][C@H:7]1[CH2:13][CH2:12][C@@H:11]([CH3:14])[N:10]([S:15]([C:18]2[CH:23]=[CH:22][CH:21]=[CH:20][N:19]=2)(=[O:17])=[O:16])[CH2:9][C@@H:8]1[OH:24])=[O:5].[N:31]1([C:36]2[CH:44]=[CH:43][CH:42]=[CH:41][C:37]=2[C:38](O)=[O:39])[CH:35]=[CH:34][CH:33]=[N:32]1.CC(OI1(OC(C)=O)(OC(C)=O)OC(=O)C2C=CC=CC1=2)=O.